Dataset: Reaction yield outcomes from USPTO patents with 853,638 reactions. Task: Predict the reaction yield, written as a fraction of the theoretical maximum amount of product (1.0 means a 100% yield; for example, 0.34 means a 34% yield). (1) The reactants are [Br:1][C:2]1[N:7]=[C:6]([C:8](=[O:11])[NH:9][CH3:10])[C:5]([NH:12][C:13]2[C:18]([C:19]([F:22])([F:21])[F:20])=[CH:17][N:16]=[C:15]([NH:23][C:24]3[CH:34]=[CH:33][C:27]([CH2:28][CH2:29][PH:30](=[O:32])[O-:31])=[CH:26][C:25]=3[O:35][CH3:36])[N:14]=2)=[CH:4][CH:3]=1.Br[Si](C)(C)C. The catalyst is N1C=CC=CC=1. The product is [Br:1][C:2]1[N:7]=[C:6]([C:8](=[O:11])[NH:9][CH3:10])[C:5]([NH:12][C:13]2[C:18]([C:19]([F:22])([F:20])[F:21])=[CH:17][N:16]=[C:15]([NH:23][C:24]3[CH:34]=[CH:33][C:27]([CH2:28][CH2:29][PH:30](=[O:31])[OH:32])=[CH:26][C:25]=3[O:35][CH3:36])[N:14]=2)=[CH:4][CH:3]=1. The yield is 0.790. (2) The product is [CH3:21][C:19]1[N:20]=[C:16]([NH:15][C:11]2[CH:10]=[C:9]([OH:8])[CH:14]=[CH:13][N:12]=2)[S:17][CH:18]=1. The yield is 0.387. The reactants are C([O:8][C:9]1[CH:14]=[CH:13][N:12]=[C:11]([NH:15][C:16]2[S:17][CH:18]=[C:19]([CH3:21])[N:20]=2)[CH:10]=1)C1C=CC=CC=1.Cl. No catalyst specified.